Task: Binary Classification. Given a drug SMILES string, predict its activity (active/inactive) in a high-throughput screening assay against a specified biological target.. Dataset: Serine/threonine kinase 33 screen with 319,792 compounds (1) The compound is S(=O)(=O)(N1CCN(CC1)C(=O)N(CC)CC)c1c(cc(cc1C)C)C. The result is 0 (inactive). (2) The drug is S(=O)(=O)(N(c1ccc(C23CC4CC(C3)CC(C2)C4)cc1)CC(=O)Nc1c(OC)cccc1)C. The result is 0 (inactive). (3) The drug is O=C/1N(c2ccccc2)C(=O)NC(=O)C1=C\NNC(=O)c1ccncc1. The result is 0 (inactive). (4) The molecule is O=c1[nH]n(C2CCN(CC2)c2ccccc2)c(N)c1. The result is 0 (inactive). (5) The compound is S1(=O)(=O)N=C(N2CCC(CC2)C(OCc2sc3c(n2)cccc3)=O)c2c1cccc2. The result is 0 (inactive). (6) The molecule is Brc1cc2C3N=NC(SCC(=O)N(C4CCCCC4)C)=NC3N(c2cc1)C. The result is 0 (inactive). (7) The compound is s1c(C(OCCN2C(=O)c3c(C2=O)cccc3)=O)ccc1. The result is 0 (inactive).